From a dataset of Forward reaction prediction with 1.9M reactions from USPTO patents (1976-2016). Predict the product of the given reaction. (1) Given the reactants [CH:1]12[CH2:10][CH:5]3[CH2:6][CH:7]([CH2:9][CH:3]([CH2:4]3)[CH:2]1[N:11]1[C:14](=[O:15])[C:13]([CH3:17])([CH3:16])[NH:12]1)[CH2:8]2.[Cl:18][C:19]1[CH:24]=[CH:23][C:22]([S:25](Cl)(=[O:27])=[O:26])=[CH:21][CH:20]=1, predict the reaction product. The product is: [Cl:18][C:19]1[CH:24]=[CH:23][C:22]([S:25]([N:12]2[C:13]([CH3:17])([CH3:16])[C:14](=[O:15])[N:11]2[CH:2]2[CH:3]3[CH2:4][CH:5]4[CH2:6][CH:7]([CH2:8][CH:1]2[CH2:10]4)[CH2:9]3)(=[O:27])=[O:26])=[CH:21][CH:20]=1. (2) Given the reactants [C:1]([CH2:3][C:4]([C:6]1[CH:10]=[CH:9][S:8][CH:7]=1)=[O:5])#[N:2].CO[CH:13](OC)[N:14]([CH3:16])[CH3:15], predict the reaction product. The product is: [C:1]([C:3](=[CH:13][N:14]([CH3:16])[CH3:15])[C:4]([C:6]1[CH:10]=[CH:9][S:8][CH:7]=1)=[O:5])#[N:2]. (3) Given the reactants [CH2:1]([O:33][CH:34]1[C@H:38]2[C@H:39](O)[N:40](C(OCC=C)=O)[C:41]3[CH:48]=[CH:47][C:46]([O:49][CH3:50])=[CH:45][C:42]=3[C:43](=[O:44])[N:37]2[CH2:36]/[C:35]/1=[CH:58]/[CH3:59])[CH2:2][CH2:3][CH2:4][CH2:5][O:6][CH:7]1[C@H:11]2[C@H:12](O)[N:13](C(OCC=C)=O)[C:14]3[CH:21]=[CH:20][C:19]([O:22][CH3:23])=[CH:18][C:15]=3[C:16](=[O:17])[N:10]2[CH2:9]/[C:8]/1=[CH:31]/[CH3:32].C1(P(C2C=CC=CC=2)C2C=CC=CC=2)C=CC=CC=1.N1CCCC1.C(Cl)(Cl)Cl.CO, predict the reaction product. The product is: [CH2:1]([O:33][CH:34]1[C@@H:38]2[CH:39]=[N:40][C:41]3[CH:48]=[CH:47][C:46]([O:49][CH3:50])=[CH:45][C:42]=3[C:43](=[O:44])[N:37]2[CH2:36]/[C:35]/1=[CH:58]/[CH3:59])[CH2:2][CH2:3][CH2:4][CH2:5][O:6][CH:7]1[C@@H:11]2[CH:12]=[N:13][C:14]3[CH:21]=[CH:20][C:19]([O:22][CH3:23])=[CH:18][C:15]=3[C:16](=[O:17])[N:10]2[CH2:9]/[C:8]/1=[CH:31]/[CH3:32]. (4) Given the reactants C([NH:4][C:5]1[CH:14]=[CH:13][C:8]2[C:9]([CH3:12])=[N:10][O:11][C:7]=2[CH:6]=1)(=O)C.Cl.[OH-].[Na+], predict the reaction product. The product is: [NH2:4][C:5]1[CH:14]=[CH:13][C:8]2[C:9]([CH3:12])=[N:10][O:11][C:7]=2[CH:6]=1. (5) Given the reactants [N:1]1[CH:6]=[CH:5][C:4]([CH3:7])=[CH:3][CH:2]=1.[CH3:8][I:9], predict the reaction product. The product is: [I-:9].[CH3:8][N+:1]1[CH:6]=[CH:5][C:4]([CH3:7])=[CH:3][CH:2]=1.